From a dataset of Reaction yield outcomes from USPTO patents with 853,638 reactions. Predict the reaction yield, written as a fraction of the theoretical maximum amount of product (1.0 means a 100% yield; for example, 0.34 means a 34% yield). (1) The reactants are [Cl:1][CH2:2][C:3]1[CH:8]=[CH:7][CH:6]=[CH:5][C:4]=1[CH2:9][C:10]#[N:11].[NH2:12][C:13]([NH2:15])=[S:14]. The catalyst is CO. The product is [ClH:1].[C:10]([CH2:9][C:4]1[CH:5]=[CH:6][CH:7]=[CH:8][C:3]=1[CH2:2][S:14][C:13](=[NH:12])[NH2:15])#[N:11]. The yield is 0.790. (2) The reactants are C(OC(=O)[N:7]([C:16]1[S:17][C:18]([C:21]2[C:22](=[O:32])[O:23][C:24]3[C:29]([CH:30]=2)=[CH:28][CH:27]=[CH:26][C:25]=3[Cl:31])=[CH:19][N:20]=1)[C:8]1[CH:13]=[C:12]([CH3:14])[CH:11]=[C:10]([CH3:15])[CH:9]=1)(C)(C)C.Cl. The catalyst is O1CCOCC1. The product is [Cl:31][C:25]1[CH:26]=[CH:27][CH:28]=[C:29]2[C:24]=1[O:23][C:22](=[O:32])[C:21]([C:18]1[S:17][C:16]([NH:7][C:8]3[CH:13]=[C:12]([CH3:14])[CH:11]=[C:10]([CH3:15])[CH:9]=3)=[N:20][CH:19]=1)=[CH:30]2. The yield is 0.710. (3) The reactants are [F:1][C:2]1[CH:3]=[N:4][CH:5]=[C:6]([N:8]2[CH:12]=[C:11]([N+:13]([O-])=O)[C:10]([CH3:16])=[N:9]2)[CH:7]=1.C(OCC)(=O)C. The catalyst is C(O)C.[Pd]. The product is [F:1][C:2]1[CH:7]=[C:6]([N:8]2[CH:12]=[C:11]([NH2:13])[C:10]([CH3:16])=[N:9]2)[CH:5]=[N:4][CH:3]=1. The yield is 0.738. (4) The reactants are [CH3:1][N:2]1[CH:6]=[C:5]([CH2:7][C:8]([O:10]C)=[O:9])[C:4]([O:12][CH2:13][C:14]2[O:18][N:17]=[C:16]([O:19][CH2:20][C:21]3[CH:30]=[CH:29][C:28]4[C:23](=[CH:24][CH:25]=[CH:26][CH:27]=4)[N:22]=3)[CH:15]=2)=[N:3]1.[OH-].[Na+].O1CCCC1.Cl. The catalyst is C(O)C. The product is [CH3:1][N:2]1[CH:6]=[C:5]([CH2:7][C:8]([OH:10])=[O:9])[C:4]([O:12][CH2:13][C:14]2[O:18][N:17]=[C:16]([O:19][CH2:20][C:21]3[CH:30]=[CH:29][C:28]4[C:23](=[CH:24][CH:25]=[CH:26][CH:27]=4)[N:22]=3)[CH:15]=2)=[N:3]1. The yield is 0.820. (5) The reactants are [NH2:1][C:2]1[CH:7]=[CH:6][CH:5]=[CH:4][C:3]=1[C:8]1[NH:9][C:10]2[C:15]([CH:16]=1)=[CH:14][CH:13]=[CH:12][CH:11]=2.[OH:17][C:18]1[CH:19]=[C:20]([CH:24]=[CH:25][C:26]=1[OH:27])[C:21](O)=[O:22]. No catalyst specified. The product is [OH:17][C:18]1[CH:19]=[C:20]([CH:24]=[CH:25][C:26]=1[OH:27])[C:21]([NH:1][C:2]1[CH:7]=[CH:6][CH:5]=[CH:4][C:3]=1[C:8]1[NH:9][C:10]2[C:15]([CH:16]=1)=[CH:14][CH:13]=[CH:12][CH:11]=2)=[O:22]. The yield is 0.540. (6) The reactants are [F:1][C:2]1[CH:7]=[CH:6][CH:5]=[C:4]([F:8])[C:3]=1[C:9]1[C:17]2[O:16][CH:15]([CH2:18][OH:19])[CH2:14][C:13]=2[CH:12]=[CH:11][CH:10]=1.[C:20]1([CH3:30])[CH:25]=[CH:24][C:23]([S:26](Cl)(=[O:28])=[O:27])=[CH:22][CH:21]=1. No catalyst specified. The product is [CH3:30][C:20]1[CH:25]=[CH:24][C:23]([S:26]([O:19][CH2:18][CH:15]2[CH2:14][C:13]3[CH:12]=[CH:11][CH:10]=[C:9]([C:3]4[C:4]([F:8])=[CH:5][CH:6]=[CH:7][C:2]=4[F:1])[C:17]=3[O:16]2)(=[O:28])=[O:27])=[CH:22][CH:21]=1. The yield is 0.640. (7) The reactants are [C@@H:1]1([N:9]2[CH:17]=[C:15]([CH3:16])[C:13](=[O:14])[NH:12][C:10]2=[O:11])[O:8][C@H:5]([CH2:6][OH:7])[C@@H:3]([OH:4])[CH2:2]1.N1C=CN=C1.[C:23]([Si:27](Cl)([CH3:29])[CH3:28])([CH3:26])([CH3:25])[CH3:24]. The catalyst is CN(C=O)C. The product is [Si:27]([O:7][CH2:6][C@H:5]1[O:8][C@@H:1]([N:9]2[CH:17]=[C:15]([CH3:16])[C:13](=[O:14])[NH:12][C:10]2=[O:11])[CH2:2][C@@H:3]1[OH:4])([C:23]([CH3:26])([CH3:25])[CH3:24])([CH3:29])[CH3:28]. The yield is 0.700. (8) The reactants are [CH2:1]([C:4]1([NH:14][NH2:15])[CH2:13][C:8]2([CH2:12][CH2:11][CH2:10][CH2:9]2)[O:7][CH2:6][CH2:5]1)[CH:2]=[CH2:3].CCN(CC)CC.CN(C)[CH:25]=[CH:26][CH:27]=O. The catalyst is CC(O)C. The product is [CH2:1]([C:4]1([N:14]2[CH:27]=[CH:26][CH:25]=[N:15]2)[CH2:13][C:8]2([CH2:12][CH2:11][CH2:10][CH2:9]2)[O:7][CH2:6][CH2:5]1)[CH:2]=[CH2:3]. The yield is 0.310.